From a dataset of Forward reaction prediction with 1.9M reactions from USPTO patents (1976-2016). Predict the product of the given reaction. (1) The product is: [C:1]([O:4][C:5]1[CH:17]=[CH:16][C:15]2[C:14]3[C:9](=[CH:10][CH:11]=[C:12]([Br:25])[CH:13]=3)[NH:8][C:7]=2[CH:6]=1)(=[O:3])[CH3:2]. Given the reactants [C:1]([O:4][C:5]1[CH:17]=[CH:16][C:15]2[C:14]3[C:9](=[CH:10][CH:11]=[CH:12][CH:13]=3)[NH:8][C:7]=2[CH:6]=1)(=[O:3])[CH3:2].C1C(=O)N([Br:25])C(=O)C1, predict the reaction product. (2) Given the reactants [F:1][CH:2]([F:28])[C:3]1[CH:12]=[C:11]2[C:6]([C:7](=[O:19])[N:8]([NH:14][S:15]([CH3:18])(=[O:17])=[O:16])[C:9](=[O:13])[NH:10]2)=[CH:5][C:4]=1[C:20]1[N:21]([CH:25]([CH3:27])[CH3:26])[N:22]=[CH:23][CH:24]=1.Cl[C:30]([O:32][CH2:33][CH2:34][CH3:35])=[O:31], predict the reaction product. The product is: [CH2:33]([O:32][C:30](=[O:31])[N:14]([N:8]1[C:7](=[O:19])[C:6]2[C:11](=[CH:12][C:3]([CH:2]([F:1])[F:28])=[C:4]([C:20]3[N:21]([CH:25]([CH3:26])[CH3:27])[N:22]=[CH:23][CH:24]=3)[CH:5]=2)[NH:10][C:9]1=[O:13])[S:15]([CH3:18])(=[O:16])=[O:17])[CH2:34][CH3:35]. (3) Given the reactants [CH3:1][C:2]1[N:7]2[N:8]=[C:9]([CH:11]=[CH:12][C:13]3[N:17]([CH2:18][C:19]([F:22])([F:21])[F:20])[N:16]=[C:15]([N:23]4[CH2:27][CH2:26][CH2:25][CH2:24]4)[N:14]=3)[N:10]=[C:6]2[C:5]([CH3:28])=[N:4][CH:3]=1, predict the reaction product. The product is: [CH3:1][C:2]1[N:7]2[N:8]=[C:9]([CH2:11][CH2:12][C:13]3[N:17]([CH2:18][C:19]([F:21])([F:20])[F:22])[N:16]=[C:15]([N:23]4[CH2:27][CH2:26][CH2:25][CH2:24]4)[N:14]=3)[N:10]=[C:6]2[C:5]([CH3:28])=[N:4][CH:3]=1. (4) Given the reactants [CH:1]([N:4]1[C:8]([C:9]2[CH:10]=[C:11]3[N:17]([N:18]=2)[C:16]2[CH:19]=[C:20]([C:23](O)=[O:24])[CH:21]=[CH:22][C:15]=2[O:14][CH2:13][CH2:12]3)=[N:7][CH:6]=[N:5]1)([CH3:3])[CH3:2].CCN(C(C)C)C(C)C.CN(C(ON1N=NC2C=CC=NC1=2)=[N+](C)C)C.F[P-](F)(F)(F)(F)F.C1C=CC2N(O)N=NC=2C=1.[NH2:69][CH2:70][C:71]([CH3:74])([OH:73])[CH3:72], predict the reaction product. The product is: [OH:73][C:71]([CH3:74])([CH3:72])[CH2:70][NH:69][C:23]([C:20]1[CH:21]=[CH:22][C:15]2[O:14][CH2:13][CH2:12][C:11]3[N:17]([N:18]=[C:9]([C:8]4[N:4]([CH:1]([CH3:2])[CH3:3])[N:5]=[CH:6][N:7]=4)[CH:10]=3)[C:16]=2[CH:19]=1)=[O:24]. (5) Given the reactants Br[C:2]1[CH:3]=[C:4]2[C:9](=[N:10][CH:11]=1)[NH:8][C:7](=[O:12])[CH:6]([C:13]([O:15][CH3:16])=[O:14])[CH2:5]2.C(#N)CC.CCN(C(C)C)C(C)C.[C:30]([O:34][C:35]([CH3:38])([CH3:37])[CH3:36])(=[O:33])[CH:31]=[CH2:32].C1(C)C=CC=CC=1P(C1C=CC=CC=1C)C1C=CC=CC=1C, predict the reaction product. The product is: [C:35]([O:34][C:30](=[O:33])/[CH:31]=[CH:32]/[C:2]1[CH:3]=[C:4]2[C:9](=[N:10][CH:11]=1)[NH:8][C:7](=[O:12])[CH:6]([C:13]([O:15][CH3:16])=[O:14])[CH2:5]2)([CH3:38])([CH3:37])[CH3:36].